Dataset: Forward reaction prediction with 1.9M reactions from USPTO patents (1976-2016). Task: Predict the product of the given reaction. Given the reactants OC(CC/C=C(/CCC=C(C)C)\C)(C=C)C.ClC1C=C(Cl)C(O)=C2C=1C=CC=N2.CS(C)=O.[CH3:34][C:35]([CH3:49])=[CH:36][CH2:37][CH2:38]/[C:39](/[CH3:48])=[CH:40]/[CH2:41][CH2:42]/[C:43](/[CH3:47])=[CH:44]/[CH:45]=[O:46].[CH3:50][C:51]([CH3:65])=[CH:52][CH2:53][CH2:54]/[C:55](/[CH3:64])=[CH:56]/[CH2:57][CH2:58]/[C:59](/[CH3:63])=[CH:60]\[CH:61]=[O:62], predict the reaction product. The product is: [CH3:34][C:35]([CH3:49])=[CH:36][CH2:37][CH2:38]/[C:39](/[CH3:48])=[CH:40]/[CH2:41][CH2:42]/[C:43](/[CH3:47])=[CH:44]/[CH:45]=[O:46].[CH3:50][C:51]([CH3:65])=[CH:52][CH2:53][CH2:54]/[C:55](/[CH3:64])=[CH:56]/[CH2:57][CH2:58]/[C:59](/[CH3:63])=[CH:60]\[CH:61]=[O:62].